Dataset: Catalyst prediction with 721,799 reactions and 888 catalyst types from USPTO. Task: Predict which catalyst facilitates the given reaction. (1) Reactant: [Cl:1][C:2]1[CH:3]=[CH:4][C:5]([O:27][CH2:28][CH:29]([CH3:31])[CH3:30])=[C:6]([CH2:8][N:9]2[C:13]([CH3:14])=[CH:12][C:11]([NH:15][C:16](=[O:26])[C:17]3[CH:22]=[CH:21][C:20]([CH:23]=O)=[CH:19][C:18]=3[F:25])=[N:10]2)[CH:7]=1.C(O)(=O)C.[CH2:36]([NH2:38])[CH3:37].C1COCC1.C(O[BH-](OC(=O)C)OC(=O)C)(=O)C.[Na+]. Product: [ClH:1].[Cl:1][C:2]1[CH:3]=[CH:4][C:5]([O:27][CH2:28][CH:29]([CH3:30])[CH3:31])=[C:6]([CH2:8][N:9]2[C:13]([CH3:14])=[CH:12][C:11]([NH:15][C:16](=[O:26])[C:17]3[CH:22]=[CH:21][C:20]([CH2:23][NH:38][CH2:36][CH3:37])=[CH:19][C:18]=3[F:25])=[N:10]2)[CH:7]=1. The catalyst class is: 4. (2) Reactant: C([O:3][C:4](=[O:31])[C:5]([CH2:24][C:25]1[CH:30]=[CH:29][CH:28]=[CH:27][CH:26]=1)([S:13]([C:16]1[CH:21]=[CH:20][C:19]([O:22][CH3:23])=[CH:18][CH:17]=1)(=[O:15])=[O:14])[CH2:6][C:7]1[CH:12]=[CH:11][CH:10]=[CH:9][CH:8]=1)C. Product: [CH2:24]([C:5]([S:13]([C:16]1[CH:17]=[CH:18][C:19]([O:22][CH3:23])=[CH:20][CH:21]=1)(=[O:14])=[O:15])([CH2:6][C:7]1[CH:12]=[CH:11][CH:10]=[CH:9][CH:8]=1)[C:4]([OH:31])=[O:3])[C:25]1[CH:26]=[CH:27][CH:28]=[CH:29][CH:30]=1. The catalyst class is: 273. (3) Reactant: [NH:1]1[CH2:6][CH2:5][O:4][CH2:3][CH2:2]1.[CH2:7]=O.[NH2:9][C:10]1[C:15]2=[C:16]([C:20]3[CH:25]=[CH:24][C:23]([NH:26][C:27]([NH:29][C:30]4[CH:35]=[C:34]([C:36]([F:39])([F:38])[F:37])[CH:33]=[CH:32][C:31]=4[F:40])=[O:28])=[CH:22][CH:21]=3)[C:17]([CH3:19])=[CH:18][N:14]2[N:13]=[CH:12][N:11]=1. Product: [NH2:9][C:10]1[C:15]2=[C:16]([C:20]3[CH:21]=[CH:22][C:23]([NH:26][C:27]([NH:29][C:30]4[CH:35]=[C:34]([C:36]([F:37])([F:38])[F:39])[CH:33]=[CH:32][C:31]=4[F:40])=[O:28])=[CH:24][CH:25]=3)[C:17]([CH3:19])=[C:18]([CH2:7][N:1]3[CH2:6][CH2:5][O:4][CH2:3][CH2:2]3)[N:14]2[N:13]=[CH:12][N:11]=1. The catalyst class is: 15. (4) Reactant: [Cl:1][C:2]1[CH:7]=[CH:6][C:5]([C:8]2[CH2:13][S:12][C:11](=[O:14])[N:10]([CH2:15][C:16]3[CH:17]=[C:18]4[C:22](=[CH:23][CH:24]=3)[NH:21][C:20](=[O:25])[CH:19]4SC)[N:9]=2)=[CH:4][CH:3]=1. The catalyst class is: 183. Product: [Cl:1][C:2]1[CH:7]=[CH:6][C:5]([C:8]2[CH2:13][S:12][C:11](=[O:14])[N:10]([CH2:15][C:16]3[CH:17]=[C:18]4[C:22](=[CH:23][CH:24]=3)[NH:21][C:20](=[O:25])[CH2:19]4)[N:9]=2)=[CH:4][CH:3]=1. (5) Reactant: [NH:1]1[CH2:11][CH2:10][CH:4]([C:5]([O:7][CH2:8][CH3:9])=[O:6])[CH2:3][CH2:2]1.[Cl:12][C:13]1[N:21]=[C:20](Cl)[C:19]([F:23])=[CH:18][C:14]=1[C:15]([OH:17])=[O:16]. Product: [Cl:12][C:13]1[N:21]=[C:20]([N:1]2[CH2:2][CH2:3][CH:4]([C:5]([O:7][CH2:8][CH3:9])=[O:6])[CH2:10][CH2:11]2)[C:19]([F:23])=[CH:18][C:14]=1[C:15]([OH:17])=[O:16]. The catalyst class is: 3. (6) Reactant: [F:1][C:2]1[CH:26]=[CH:25][CH:24]=[CH:23][C:3]=1[CH2:4][N:5]1[CH2:9][CH2:8][N:7]([C@@H:10]([C:18]([CH3:21])([CH3:20])[CH3:19])[C:11]([O:13]C(C)(C)C)=[O:12])[C:6]1=[O:22].FC(F)(F)C(O)=O. Product: [F:1][C:2]1[CH:26]=[CH:25][CH:24]=[CH:23][C:3]=1[CH2:4][N:5]1[CH2:9][CH2:8][N:7]([C@@H:10]([C:18]([CH3:20])([CH3:21])[CH3:19])[C:11]([OH:13])=[O:12])[C:6]1=[O:22]. The catalyst class is: 4. (7) Reactant: C([O:8][C:9](=[O:42])[C:10]1[CH:15]=[CH:14][C:13]([N:16]2[CH2:21][CH2:20][N:19]([C:22]3[CH:27]=[CH:26][C:25]([C:28](=[O:41])[NH:29][C:30]4[CH:38]=[C:37]5[C:33]([CH:34]=[CH:35][N:36]5[CH2:39][CH3:40])=[CH:32][CH:31]=4)=[CH:24][N:23]=3)[CH2:18][CH2:17]2)=[CH:12][CH:11]=1)C1C=CC=CC=1.CCO.[H][H]. Product: [CH2:39]([N:36]1[C:37]2[C:33](=[CH:32][CH:31]=[C:30]([NH:29][C:28]([C:25]3[CH:26]=[CH:27][C:22]([N:19]4[CH2:18][CH2:17][N:16]([C:13]5[CH:12]=[CH:11][C:10]([C:9]([OH:42])=[O:8])=[CH:15][CH:14]=5)[CH2:21][CH2:20]4)=[N:23][CH:24]=3)=[O:41])[CH:38]=2)[CH:34]=[CH:35]1)[CH3:40]. The catalyst class is: 350. (8) Reactant: [CH2:1]([N:8](C)[CH2:9][CH2:10][C:11]([O:13][CH2:14][CH3:15])=[O:12])C1C=CC=CC=1. Product: [CH3:1][NH:8][CH2:9][CH2:10][C:11]([O:13][CH2:14][CH3:15])=[O:12]. The catalyst class is: 29. (9) Reactant: [F:1][C:2]1[CH:7]=[C:6]([F:8])[CH:5]=[CH:4][C:3]=1[N:9]1[N:17]=[C:16]([C:18]([NH:20][NH2:21])=[O:19])[C:15]2[CH:14]3[CH2:22][CH:11]([CH2:12][CH2:13]3)[C:10]1=2.C(N(CC)CC)C.[C:30](Cl)(=O)[C:31]([CH3:34])([CH3:33])[CH3:32].S(Cl)(Cl)=O. Product: [C:31]([C:34]1[O:19][C:18]([C:16]2[C:15]3[CH:14]4[CH2:22][CH:11]([C:10]=3[N:9]([C:3]3[CH:4]=[CH:5][C:6]([F:8])=[CH:7][C:2]=3[F:1])[N:17]=2)[CH2:12][CH2:13]4)=[N:20][N:21]=1)([CH3:33])([CH3:32])[CH3:30]. The catalyst class is: 4.